This data is from Reaction yield outcomes from USPTO patents with 853,638 reactions. The task is: Predict the reaction yield, written as a fraction of the theoretical maximum amount of product (1.0 means a 100% yield; for example, 0.34 means a 34% yield). (1) The reactants are Br[C:2]1[C:14]2[C:13]3[C:8](=[CH:9][C:10]([C:15]([OH:18])([CH3:17])[CH3:16])=[CH:11][CH:12]=3)[NH:7][C:6]=2[C:5]([C:19]([NH2:21])=[O:20])=[CH:4][C:3]=1[F:22].[Cl:23][C:24]1[C:29](B2OC(C)(C)C(C)(C)O2)=[CH:28][CH:27]=[CH:26][C:25]=1[N:39]1[C:48](=[O:49])[C:47]2[C:42](=[C:43]([F:50])[CH:44]=[CH:45][CH:46]=2)[N:41]([CH3:51])[C:40]1=[O:52].C([O-])([O-])=O.[Cs+].[Cs+].O1CCOCC1. The catalyst is C1C=CC(P(C2C=CC=CC=2)[C-]2C=CC=C2)=CC=1.C1C=CC(P(C2C=CC=CC=2)[C-]2C=CC=C2)=CC=1.Cl[Pd]Cl.[Fe+2].C(Cl)Cl.O. The product is [Cl:23][C:24]1[C:25]([N:39]2[C:48](=[O:49])[C:47]3[C:42](=[C:43]([F:50])[CH:44]=[CH:45][CH:46]=3)[N:41]([CH3:51])[C:40]2=[O:52])=[CH:26][CH:27]=[CH:28][C:29]=1[C:2]1[C:14]2[C:13]3[C:8](=[CH:9][C:10]([C:15]([OH:18])([CH3:16])[CH3:17])=[CH:11][CH:12]=3)[NH:7][C:6]=2[C:5]([C:19]([NH2:21])=[O:20])=[CH:4][C:3]=1[F:22]. The yield is 0.310. (2) The reactants are [F:1][C:2]([CH3:34])([CH3:33])[CH2:3][N:4]1[CH2:9][CH2:8][CH:7]([CH2:10][NH:11][C:12]2[CH:17]=[CH:16][C:15]([C:18]3[CH:23]=[CH:22][C:21]([C:24]([N:26]4[CH2:31][CH2:30][CH2:29][C@@H:28]([OH:32])[CH2:27]4)=[O:25])=[CH:20][CH:19]=3)=[CH:14][CH:13]=2)[CH2:6][CH2:5]1.C=O.[C:37](O)(=O)C.[BH3-]C#N.[Na+]. The catalyst is C(#N)C. The product is [F:1][C:2]([CH3:34])([CH3:33])[CH2:3][N:4]1[CH2:9][CH2:8][CH:7]([CH2:10][N:11]([CH3:37])[C:12]2[CH:13]=[CH:14][C:15]([C:18]3[CH:23]=[CH:22][C:21]([C:24]([N:26]4[CH2:31][CH2:30][CH2:29][C@@H:28]([OH:32])[CH2:27]4)=[O:25])=[CH:20][CH:19]=3)=[CH:16][CH:17]=2)[CH2:6][CH2:5]1. The yield is 0.620. (3) The reactants are Br[C:2]1[CH:3]=[C:4]([C:10]([O:12][CH3:13])=[O:11])[S:5][C:6]=1[CH2:7][CH2:8][CH3:9].C(=O)([O-])[O-].[K+].[K+].[CH3:20][N:21]1[C:25](B2OC(C)(C)C(C)(C)O2)=[CH:24][CH:23]=[N:22]1. The catalyst is CC(C)([P](C(C)(C)C)([Pd][P](C(C)(C)C)(C(C)(C)C)C(C)(C)C)C(C)(C)C)C. The product is [CH3:20][N:21]1[C:25]([C:2]2[CH:3]=[C:4]([C:10]([O:12][CH3:13])=[O:11])[S:5][C:6]=2[CH2:7][CH2:8][CH3:9])=[CH:24][CH:23]=[N:22]1. The yield is 0.990. (4) The reactants are O.[NH2:2][NH2:3].[F:4][C:5]1[CH:10]=[CH:9][C:8]([CH2:11][C:12]([C:14]2[C:15]([C:21]([O:23]C)=O)=[C:16]([CH3:20])[NH:17][C:18]=2[CH3:19])=O)=[CH:7][C:6]=1[C:25]([N:27]1[CH2:32][CH2:31][CH:30]([O:33][CH3:34])[CH2:29][CH2:28]1)=[O:26]. The catalyst is C(O)(=O)C. The product is [F:4][C:5]1[CH:10]=[CH:9][C:8]([CH2:11][C:12]2[C:14]3[C:15](=[C:16]([CH3:20])[NH:17][C:18]=3[CH3:19])[C:21](=[O:23])[NH:2][N:3]=2)=[CH:7][C:6]=1[C:25]([N:27]1[CH2:32][CH2:31][CH:30]([O:33][CH3:34])[CH2:29][CH2:28]1)=[O:26]. The yield is 0.319. (5) The reactants are [CH3:1][NH:2][C:3]([C:5]1[S:6][C:7](Br)=[C:8]([CH3:32])[C:9]=1[NH:10][C:11]1[C:16]([Cl:17])=[CH:15][N:14]=[C:13]([NH:18][C:19]2[CH:20]=[CH:21][C:22]3[N:28]([CH3:29])[C:27](=[O:30])[O:26][CH2:25][CH2:24][C:23]=3[CH:31]=2)[N:12]=1)=[O:4].[CH3:34]B(O)O.P([O-])([O-])([O-])=O.[K+].[K+].[K+]. The catalyst is O1CCOCC1.C1C=CC([P]([Pd]([P](C2C=CC=CC=2)(C2C=CC=CC=2)C2C=CC=CC=2)([P](C2C=CC=CC=2)(C2C=CC=CC=2)C2C=CC=CC=2)[P](C2C=CC=CC=2)(C2C=CC=CC=2)C2C=CC=CC=2)(C2C=CC=CC=2)C2C=CC=CC=2)=CC=1. The product is [CH3:1][NH:2][C:3]([C:5]1[S:6][C:7]([CH3:34])=[C:8]([CH3:32])[C:9]=1[NH:10][C:11]1[C:16]([Cl:17])=[CH:15][N:14]=[C:13]([NH:18][C:19]2[CH:20]=[CH:21][C:22]3[N:28]([CH3:29])[C:27](=[O:30])[O:26][CH2:25][CH2:24][C:23]=3[CH:31]=2)[N:12]=1)=[O:4]. The yield is 0.0500. (6) The reactants are [NH2:1][C:2]1[C:10]([N+:11]([O-:13])=[O:12])=[CH:9][C:5]([C:6](Cl)=[O:7])=[C:4]([F:14])[CH:3]=1.[CH2:15]([OH:17])[CH3:16]. No catalyst specified. The product is [CH2:15]([O:17][C:6](=[O:7])[C:5]1[CH:9]=[C:10]([N+:11]([O-:13])=[O:12])[C:2]([NH2:1])=[CH:3][C:4]=1[F:14])[CH3:16]. The yield is 0.890.